From a dataset of Reaction yield outcomes from USPTO patents with 853,638 reactions. Predict the reaction yield, written as a fraction of the theoretical maximum amount of product (1.0 means a 100% yield; for example, 0.34 means a 34% yield). (1) The yield is 0.720. No catalyst specified. The reactants are [CH3:1][C:2]([NH2:5])([CH3:4])[CH3:3].[Cl:6][CH2:7][C:8]1[N:12]([CH3:13])[N:11]=[N:10][N:9]=1. The product is [ClH:6].[CH3:1][C:2]([NH:5][CH2:7][C:8]1[N:12]([CH3:13])[N:11]=[N:10][N:9]=1)([CH3:4])[CH3:3]. (2) The reactants are [Cl:1][C:2]1[CH:33]=[C:32]([Cl:34])[CH:31]=[CH:30][C:3]=1[CH2:4][O:5][C:6]1[CH:11]=[C:10]([O:12][CH2:13][CH2:14][O:15][CH3:16])[CH:9]=[CH:8][C:7]=1/[CH:17]=[CH:18]/[C:19]([NH:21][S:22]([CH2:25][CH2:26][CH2:27][CH2:28][CH3:29])(=[O:24])=[O:23])=[O:20]. The catalyst is CO.O1CCCC1. The product is [Cl:1][C:2]1[CH:33]=[C:32]([Cl:34])[CH:31]=[CH:30][C:3]=1[CH2:4][O:5][C:6]1[CH:11]=[C:10]([O:12][CH2:13][CH2:14][O:15][CH3:16])[CH:9]=[CH:8][C:7]=1[CH2:17][CH2:18][C:19]([NH:21][S:22]([CH2:25][CH2:26][CH2:27][CH2:28][CH3:29])(=[O:23])=[O:24])=[O:20]. The yield is 0.600. (3) The reactants are [NH2:1][C@@H:2]([C:6]([OH:8])=[O:7])[CH2:3][CH2:4][OH:5].C([O-])([O-])=O.[K+].[K+].[Cl:15][C:16]1[C:23]([CH3:24])=[C:22](F)[CH:21]=[CH:20][C:17]=1[C:18]#[N:19]. The catalyst is CS(C)=O. The product is [Cl:15][C:16]1[C:23]([CH3:24])=[C:22]([NH:1][C@H:2]([CH2:3][CH2:4][OH:5])[C:6]([OH:8])=[O:7])[CH:21]=[CH:20][C:17]=1[C:18]#[N:19]. The yield is 0.600. (4) The catalyst is CO. The reactants are [NH2:1][C:2]1[CH:3]=[CH:4][C:5]2[C:6]3[N:14]=[C:13]([Br:15])[CH:12]=[C:11]([C:16]([O:18]C)=O)[C:7]=3[NH:8][C:9]=2[CH:10]=1.[NH3:20]. The yield is 0.530. The product is [NH2:1][C:2]1[CH:3]=[CH:4][C:5]2[C:6]3[N:14]=[C:13]([Br:15])[CH:12]=[C:11]([C:16]([NH2:20])=[O:18])[C:7]=3[NH:8][C:9]=2[CH:10]=1. (5) The reactants are ClC(=O)C(OC)=O.[C:8]([O:12][C:13]([N:15]1[CH2:20][CH2:19][C:18]([C:22]2[CH:27]=[CH:26][CH:25]=[CH:24][C:23]=2[S:28][C:29]2[CH:34]=[CH:33][C:32]([CH3:35])=[CH:31][CH:30]=2)(O)[CH2:17][CH2:16]1)=[O:14])([CH3:11])([CH3:10])[CH3:9].CCCC[SnH](CCCC)CCCC.CC(N=NC(C#N)(C)C)(C#N)C. The yield is 0.670. The catalyst is CN(C)C1C=CN=CC=1.C(OCC)(=O)C.C(Cl)(Cl)Cl.CC#N. The product is [C:8]([O:12][C:13]([N:15]1[CH2:20][CH2:19][CH:18]([C:22]2[CH:27]=[CH:26][CH:25]=[CH:24][C:23]=2[S:28][C:29]2[CH:34]=[CH:33][C:32]([CH3:35])=[CH:31][CH:30]=2)[CH2:17][CH2:16]1)=[O:14])([CH3:11])([CH3:10])[CH3:9]. (6) The product is [F:1][C:2]1[CH:3]=[C:4]2[C:8](=[CH:9][CH:10]=1)[N:7]([CH:15]1[CH2:19][CH2:18][O:17][CH2:16]1)[CH:6]=[C:5]2[N+:11]([O-:13])=[O:12]. No catalyst specified. The yield is 0.180. The reactants are [F:1][C:2]1[CH:3]=[C:4]2[C:8](=[CH:9][CH:10]=1)[NH:7][CH:6]=[C:5]2[N+:11]([O-:13])=[O:12].O[CH:15]1[CH2:19][CH2:18][O:17][CH2:16]1. (7) The reactants are [C:1]([NH:5][S:6]([C:9]1[CH:10]=[N:11][N:12]2[C:17]([NH:18][C:19]3[CH:24]=[C:23]([C:25]([F:28])([F:27])[F:26])[CH:22]=[CH:21][C:20]=3[Cl:29])=[C:16]([C:30]([O:32]CC)=O)[CH:15]=[N:14][C:13]=12)(=[O:8])=[O:7])([CH3:4])([CH3:3])[CH3:2].[F:35][C:36]1[CH:41]=[CH:40][C:39]([CH:42]2[CH2:47][CH2:46][NH:45][CH2:44][CH2:43]2)=[CH:38][CH:37]=1. No catalyst specified. The product is [C:1]([NH:5][S:6]([C:9]1[CH:10]=[N:11][N:12]2[C:17]([NH:18][C:19]3[CH:24]=[C:23]([C:25]([F:26])([F:27])[F:28])[CH:22]=[CH:21][C:20]=3[Cl:29])=[C:16]([C:30]([N:45]3[CH2:46][CH2:47][CH:42]([C:39]4[CH:38]=[CH:37][C:36]([F:35])=[CH:41][CH:40]=4)[CH2:43][CH2:44]3)=[O:32])[CH:15]=[N:14][C:13]=12)(=[O:8])=[O:7])([CH3:4])([CH3:2])[CH3:3]. The yield is 0.790. (8) The reactants are [Cl:1][C:2]1[C:7]([Cl:8])=[C:6]([Cl:9])[CH:5]=[CH:4][C:3]=1[OH:10].F[C:12]1[CH:17]=[CH:16][CH:15]=[CH:14][C:13]=1[N+:18]([O-:20])=[O:19].[Cl:21][C:22]1[C:35]([Cl:36])=[C:34]([Cl:37])[CH:33]=[CH:32][C:23]=1[O:24][C:25]1[CH:31]=[CH:30][CH:29]=[CH:28][C:26]=1[NH2:27].[NH2:38][C:39]1[S:40][CH:41]=[CH:42][N:43]=1. No catalyst specified. The product is [Cl:1][C:2]1[C:7]([Cl:8])=[C:6]([Cl:9])[CH:5]=[CH:4][C:3]=1[O:10][C:12]1[CH:17]=[CH:16][CH:15]=[CH:14][C:13]=1[N+:18]([O-:20])=[O:19].[Cl:21][C:22]1[C:35]([Cl:36])=[C:34]([Cl:37])[CH:33]=[CH:32][C:23]=1[O:24][C:25]1[CH:31]=[CH:30][CH:29]=[CH:28][C:26]=1[NH:27][C:3]([NH:38][C:39]1[S:40][CH:41]=[CH:42][N:43]=1)=[O:10]. The yield is 0.650.